This data is from hERG potassium channel inhibition data for cardiac toxicity prediction from Karim et al.. The task is: Regression/Classification. Given a drug SMILES string, predict its toxicity properties. Task type varies by dataset: regression for continuous values (e.g., LD50, hERG inhibition percentage) or binary classification for toxic/non-toxic outcomes (e.g., AMES mutagenicity, cardiotoxicity, hepatotoxicity). Dataset: herg_karim. (1) The result is 0 (non-blocker). The drug is Cc1c([C@H]2CN3CCN(C(=O)Cc4ccc(-n5cnnn5)cn4)C[C@H]3CO2)ccc(F)c1C#N. (2) The drug is CCCCCCCN(CC)C/C=C/Cc1ccccc1. The result is 1 (blocker). (3) The molecule is Cc1[nH]c2ccccc2c1C1CCN(Cc2ccc(/C=C/C(=O)NO)cc2)C1. The result is 0 (non-blocker). (4) The compound is COC[C@@H](O)COc1cn2ncnc(Oc3ccc4[nH]c(C)cc4c3F)c2c1C. The result is 0 (non-blocker).